Dataset: Reaction yield outcomes from USPTO patents with 853,638 reactions. Task: Predict the reaction yield, written as a fraction of the theoretical maximum amount of product (1.0 means a 100% yield; for example, 0.34 means a 34% yield). The reactants are [NH:1]1[CH:5]=[N:4][C:3]([C:6]([O:8][CH3:9])=[O:7])=[N:2]1.[I:10][C:11]1[CH:16]=[CH:15][C:14](B(O)O)=[CH:13][CH:12]=1.N1C=CC=CC=1.CN(C=O)C. The yield is 0.160. The catalyst is CCOC(C)=O.CC([O-])=O.CC([O-])=O.[Cu+2]. The product is [I:10][C:11]1[CH:16]=[CH:15][C:14]([N:1]2[CH:5]=[N:4][C:3]([C:6]([O:8][CH3:9])=[O:7])=[N:2]2)=[CH:13][CH:12]=1.